This data is from Reaction yield outcomes from USPTO patents with 853,638 reactions. The task is: Predict the reaction yield, written as a fraction of the theoretical maximum amount of product (1.0 means a 100% yield; for example, 0.34 means a 34% yield). (1) The catalyst is O. The product is [SH:29][C:28]1[NH:27][C:26]2[CH:25]=[CH:24][C:9]([O:10][CH2:11][CH2:12][CH2:13][CH2:14][CH2:15][NH:16][C:17](=[O:23])[O:18][C:19]([CH3:20])([CH3:21])[CH3:22])=[CH:8][C:7]=2[N:6]=1. The reactants are C(O)C.[OH-].[K+].[NH2:6][C:7]1[CH:8]=[C:9]([CH:24]=[CH:25][C:26]=1[NH2:27])[O:10][CH2:11][CH2:12][CH2:13][CH2:14][CH2:15][NH:16][C:17](=[O:23])[O:18][C:19]([CH3:22])([CH3:21])[CH3:20].[C:28](=S)=[S:29]. The yield is 0.500. (2) The reactants are O.[O:2]=[CH:3][C@@H:4]([C@H:6]([C@@H:8]([C@@H:10]([CH2:12][OH:13])[OH:11])[OH:9])[OH:7])[OH:5].[C:14]([O-:26])(=[O:25])[CH2:15][C:16]([CH2:21][C:22]([O-:24])=[O:23])([C:18]([O-:20])=[O:19])[OH:17].[NH4+:27].[NH4+].[NH4+]. No catalyst specified. The product is [C:14]([O-:26])(=[O:25])[CH2:15][C:16]([CH2:21][C:22]([O-:24])=[O:23])([C:18]([O-:20])=[O:19])[OH:17].[NH4+:27].[NH4+:27].[NH4+:27].[O:2]=[CH:3][C@@H:4]([C@H:6]([C@@H:8]([C@@H:10]([CH2:12][OH:13])[OH:11])[OH:9])[OH:7])[OH:5]. The yield is 0.150. (3) The reactants are CC1C2N=C(C3C=NC(OCCCC4CCN(C)CC4)=CC=3)NC=2C=CC=1.[CH3:28][C:29]1[CH:34]=[C:33]([O:35][CH2:36][CH2:37][CH2:38][CH:39]2[CH2:44][CH2:43][N:42]([CH3:45])[CH2:41][CH2:40]2)[N:32]=[CH:31][C:30]=1[CH:46]=O.[Cl:48][C:49]1[CH:54]=[C:53]([NH2:55])[C:52]([NH2:56])=[C:51]([CH3:57])[CH:50]=1. No catalyst specified. The product is [Cl:48][C:49]1[CH:50]=[C:51]([CH3:57])[C:52]2[N:56]=[C:46]([C:30]3[CH:31]=[N:32][C:33]([O:35][CH2:36][CH2:37][CH2:38][CH:39]4[CH2:44][CH2:43][N:42]([CH3:45])[CH2:41][CH2:40]4)=[CH:34][C:29]=3[CH3:28])[NH:55][C:53]=2[CH:54]=1. The yield is 0.300. (4) The reactants are [NH2:1][C:2]1[N:7]=[CH:6][N:5]=[C:4]2[N:8]([C@@H:26]3[CH2:31][CH2:30][CH2:29][N:28]([C:32](=[O:36])[CH2:33][C:34]#[N:35])[CH2:27]3)[N:9]=[C:10]([C:11]3[CH:16]=[CH:15][C:14]([O:17][C:18]4[CH:23]=[C:22]([F:24])[CH:21]=[CH:20][C:19]=4[F:25])=[CH:13][CH:12]=3)[C:3]=12.N1[CH2:42][CH2:41][CH2:40][CH2:39]C1.C1(C=O)CC1. The catalyst is CO. The product is [NH2:1][C:2]1[N:7]=[CH:6][N:5]=[C:4]2[N:8]([C@@H:26]3[CH2:31][CH2:30][CH2:29][N:28]([C:32]([C:33](=[CH:39][CH:40]4[CH2:42][CH2:41]4)[C:34]#[N:35])=[O:36])[CH2:27]3)[N:9]=[C:10]([C:11]3[CH:16]=[CH:15][C:14]([O:17][C:18]4[CH:23]=[C:22]([F:24])[CH:21]=[CH:20][C:19]=4[F:25])=[CH:13][CH:12]=3)[C:3]=12. The yield is 0.230. (5) The reactants are Cl[CH2:2][C:3]([NH:5][C@@H:6]1[CH2:11][O:10][C:9]2=[N:12][C:13]([N+:15]([O-:17])=[O:16])=[CH:14][N:8]2[CH2:7]1)=[O:4].[CH2:18]([O:20][CH2:21][CH2:22][O:23][C:24]1[CH:36]=[CH:35][C:27]([O:28][CH:29]2[CH2:34][CH2:33][NH:32][CH2:31][CH2:30]2)=[CH:26][CH:25]=1)[CH3:19]. No catalyst specified. The product is [CH2:18]([O:20][CH2:21][CH2:22][O:23][C:24]1[CH:36]=[CH:35][C:27]([O:28][CH:29]2[CH2:34][CH2:33][N:32]([CH2:2][C:3]([NH:5][C@@H:6]3[CH2:11][O:10][C:9]4=[N:12][C:13]([N+:15]([O-:17])=[O:16])=[CH:14][N:8]4[CH2:7]3)=[O:4])[CH2:31][CH2:30]2)=[CH:26][CH:25]=1)[CH3:19]. The yield is 0.630. (6) The reactants are [F:1][CH:2]([F:23])[O:3][C:4]1[C:5]([OH:22])=[C:6]([C:12]2[CH:13]=[C:14]3[C:18](=[CH:19][CH:20]=2)[C:17](=[O:21])[O:16][CH2:15]3)[CH:7]=[CH:8][C:9]=1[O:10][CH3:11].C(=O)([O-])[O-].[K+].[K+].Br[CH2:31][C:32]1[CH:37]=[CH:36][C:35]([S:38]([NH2:41])(=[O:40])=[O:39])=[CH:34][CH:33]=1. The catalyst is C(#N)C. The product is [F:23][CH:2]([F:1])[O:3][C:4]1[C:9]([O:10][CH3:11])=[CH:8][CH:7]=[C:6]([C:12]2[CH:13]=[C:14]3[C:18](=[CH:19][CH:20]=2)[C:17](=[O:21])[O:16][CH2:15]3)[C:5]=1[O:22][CH2:31][C:32]1[CH:33]=[CH:34][C:35]([S:38]([NH2:41])(=[O:40])=[O:39])=[CH:36][CH:37]=1. The yield is 0.330. (7) The reactants are [Br:1][C:2]1[C:3](C(O)=O)=[N:4][C:5]([CH2:8][CH3:9])=[N:6][CH:7]=1. The catalyst is C1(C)C(C)=CC=CC=1. The product is [Br:1][C:2]1[CH:3]=[N:4][C:5]([CH2:8][CH3:9])=[N:6][CH:7]=1. The yield is 0.380.